This data is from Forward reaction prediction with 1.9M reactions from USPTO patents (1976-2016). The task is: Predict the product of the given reaction. (1) Given the reactants [N+:1]([C:4]1[CH:9]=[CH:8][C:7]([OH:10])=[CH:6][CH:5]=1)([O-:3])=[O:2].Br[CH2:12][C:13]([O:15][C:16]([CH3:19])([CH3:18])[CH3:17])=[O:14].C(=O)([O-])[O-].[K+].[K+].O1CCCC1, predict the reaction product. The product is: [N+:1]([C:4]1[CH:9]=[CH:8][C:7]([O:10][CH2:12][C:13]([O:15][C:16]([CH3:19])([CH3:18])[CH3:17])=[O:14])=[CH:6][CH:5]=1)([O-:3])=[O:2]. (2) Given the reactants [OH-].[Na+].[OH:3][C:4]1[C:9]([NH:10][C:11](=[O:22])[C:12]2[CH:17]=[C:16]([CH3:18])[C:15]([O:19][CH3:20])=[C:14]([CH3:21])[CH:13]=2)=[C:8]([OH:23])[N:7]=[C:6]([S-:24])[N:5]=1.[Na+].I[CH3:27].Cl, predict the reaction product. The product is: [OH:23][C:8]1[C:9]([NH:10][C:11](=[O:22])[C:12]2[CH:13]=[C:14]([CH3:21])[C:15]([O:19][CH3:20])=[C:16]([CH3:18])[CH:17]=2)=[C:4]([OH:3])[N:5]=[C:6]([S:24][CH3:27])[N:7]=1. (3) Given the reactants [Br:1][C:2]1[CH:7]=[CH:6][C:5]([N:8]2[C:17]3[C:12](=[CH:13][C:14]([S:18](Cl)(=[O:20])=[O:19])=[CH:15][CH:16]=3)[N:11]=[CH:10][C:9]2=[O:22])=[C:4]([O:23][CH3:24])[CH:3]=1.C(Cl)Cl.[NH2:28][C:29]1[CH:33]=[CH:32][O:31][N:30]=1, predict the reaction product. The product is: [Br:1][C:2]1[CH:7]=[CH:6][C:5]([N:8]2[C:17]3[C:12](=[CH:13][C:14]([S:18]([NH:28][C:29]4[CH:33]=[CH:32][O:31][N:30]=4)(=[O:20])=[O:19])=[CH:15][CH:16]=3)[N:11]=[CH:10][C:9]2=[O:22])=[C:4]([O:23][CH3:24])[CH:3]=1. (4) Given the reactants [NH2:1][C:2]([NH2:4])=[S:3].[BrH:5].O[CH:7]([C:9]1[CH:14]=[CH:13][CH:12]=[CH:11][C:10]=1[O:15][C:16]1[C:21]([CH:22](O)[CH3:23])=[CH:20][CH:19]=[CH:18][CH:17]=1)[CH3:8].CCOCC, predict the reaction product. The product is: [BrH:5].[BrH:5].[C:2]([S:3][CH:7]([C:9]1[CH:14]=[CH:13][CH:12]=[CH:11][C:10]=1[O:15][C:16]1[CH:17]=[CH:18][CH:19]=[CH:20][C:21]=1[CH:22]([S:3][C:2](=[NH:1])[NH2:4])[CH3:23])[CH3:8])(=[NH:4])[NH2:1]. (5) Given the reactants CO[C:3](=[O:31])[CH2:4][CH2:5][CH2:6][CH2:7][CH2:8][O:9][C:10]1[CH:11]=[CH:12][C:13]2[N:17]=[C:16]([N:18]3[CH2:23][CH2:22][CH2:21][CH2:20][CH2:19]3)[N:15]([C:24]3[CH:29]=[CH:28][CH:27]=[CH:26][CH:25]=3)[C:14]=2[CH:30]=1.[CH3:32][O:33][CH2:34][CH2:35][CH2:36][NH2:37], predict the reaction product. The product is: [CH3:32][O:33][CH2:34][CH2:35][CH2:36][NH:37][C:3](=[O:31])[CH2:4][CH2:5][CH2:6][CH2:7][CH2:8][O:9][C:10]1[CH:11]=[CH:12][C:13]2[N:17]=[C:16]([N:18]3[CH2:23][CH2:22][CH2:21][CH2:20][CH2:19]3)[N:15]([C:24]3[CH:29]=[CH:28][CH:27]=[CH:26][CH:25]=3)[C:14]=2[CH:30]=1. (6) Given the reactants [O:1]=[S:2]1(=[O:29])[CH2:7][CH2:6][N:5]([C:8]([C:10]2[NH:11][C:12]3[C:17]([CH:18]=2)=[CH:16][C:15]([O:19][CH:20]2[CH2:25][CH2:24][N:23]([CH:26]([CH3:28])[CH3:27])[CH2:22][CH2:21]2)=[CH:14][CH:13]=3)=[O:9])[CH2:4][CH2:3]1.[CH:30](CS([O-])(=O)=O)([CH3:32])[CH3:31].C(=O)([O-])[O-].[Cs+].[Cs+], predict the reaction product. The product is: [O:29]=[S:2]1(=[O:1])[CH2:7][CH2:6][N:5]([C:8]([C:10]2[N:11]([CH:30]([CH3:32])[CH3:31])[C:12]3[C:17]([CH:18]=2)=[CH:16][C:15]([O:19][CH:20]2[CH2:25][CH2:24][N:23]([CH:26]([CH3:27])[CH3:28])[CH2:22][CH2:21]2)=[CH:14][CH:13]=3)=[O:9])[CH2:4][CH2:3]1.